From a dataset of Full USPTO retrosynthesis dataset with 1.9M reactions from patents (1976-2016). Predict the reactants needed to synthesize the given product. (1) The reactants are: Cl[C:2]1[C:11]2[C:6](=[CH:7][CH:8]=[CH:9][CH:10]=2)[C:5](=[O:12])[NH:4][N:3]=1.[CH3:13][C:14]1[CH:19]=[CH:18][C:17]([S:20]([O-])=O)=[CH:16][CH:15]=1.[Na+].C(O)CO. Given the product [CH3:13][C:14]1[CH:19]=[CH:18][C:17]([S:20][C:2]2[C:11]3[C:6](=[CH:7][CH:8]=[CH:9][CH:10]=3)[C:5](=[O:12])[NH:4][N:3]=2)=[CH:16][CH:15]=1, predict the reactants needed to synthesize it. (2) Given the product [C:74]([O:73][C@H:6]1[C@@H:5]([OH:4])[C@H:10]([O:11][C:12](=[O:19])[C:13]2[CH:18]=[CH:17][CH:16]=[CH:15][CH:14]=2)[C@@H:9]([CH2:20][O:21][C:22](=[O:29])[C:23]2[CH:24]=[CH:25][CH:26]=[CH:27][CH:28]=2)[O:8][C@@H:7]1[O:30][C@H:31]1[C@H:44]([O:45][C:46](=[O:53])[C:47]2[CH:48]=[CH:49][CH:50]=[CH:51][CH:52]=2)[C@@H:43]([CH2:54][O:55][C:56](=[O:63])[C:57]2[CH:58]=[CH:59][CH:60]=[CH:61][CH:62]=2)[O:42][C@H:33]([O:34][CH2:35][C:36]2[CH:41]=[CH:40][CH:39]=[CH:38][CH:37]=2)[C@H:32]1[O:64][C:65](=[O:72])[C:66]1[CH:67]=[CH:68][CH:69]=[CH:70][CH:71]=1)(=[O:81])[C:75]1[CH:80]=[CH:79][CH:78]=[CH:77][CH:76]=1, predict the reactants needed to synthesize it. The reactants are: C([O:4][C@H:5]1[C@H:10]([O:11][C:12](=[O:19])[C:13]2[CH:18]=[CH:17][CH:16]=[CH:15][CH:14]=2)[C@@H:9]([CH2:20][O:21][C:22](=[O:29])[C:23]2[CH:28]=[CH:27][CH:26]=[CH:25][CH:24]=2)[O:8][C@H:7]([O:30][C@H:31]2[C@H:44]([O:45][C:46](=[O:53])[C:47]3[CH:52]=[CH:51][CH:50]=[CH:49][CH:48]=3)[C@@H:43]([CH2:54][O:55][C:56](=[O:63])[C:57]3[CH:62]=[CH:61][CH:60]=[CH:59][CH:58]=3)[O:42][C@H:33]([O:34][CH2:35][C:36]3[CH:41]=[CH:40][CH:39]=[CH:38][CH:37]=3)[C@H:32]2[O:64][C:65](=[O:72])[C:66]2[CH:71]=[CH:70][CH:69]=[CH:68][CH:67]=2)[C@H:6]1[O:73][C:74](=[O:81])[C:75]1[CH:80]=[CH:79][CH:78]=[CH:77][CH:76]=1)C=C. (3) Given the product [CH:1]1([N:4]2[CH2:9][C:8]3([CH2:14][CH2:13][N:12]([S:15]([C:18]4[CH:19]=[CH:20][C:21]([C:35]5[CH:44]=[C:43]6[C:38]([CH:39]=[C:40]([NH:45][S:46]([CH3:49])(=[O:48])=[O:47])[CH:41]=[N:42]6)=[CH:37][CH:36]=5)=[CH:22][CH:23]=4)(=[O:16])=[O:17])[CH2:11][CH2:10]3)[O:7][CH2:6][C:5]2=[O:33])[CH2:2][CH2:3]1, predict the reactants needed to synthesize it. The reactants are: [CH:1]1([N:4]2[CH2:9][C:8]3([CH2:14][CH2:13][N:12]([S:15]([C:18]4[CH:23]=[CH:22][C:21](B5OC(C)(C)C(C)(C)O5)=[CH:20][CH:19]=4)(=[O:17])=[O:16])[CH2:11][CH2:10]3)[O:7][CH2:6][C:5]2=[O:33])[CH2:3][CH2:2]1.Br[C:35]1[CH:44]=[C:43]2[C:38]([CH:39]=[C:40]([NH:45][S:46]([CH3:49])(=[O:48])=[O:47])[CH:41]=[N:42]2)=[CH:37][CH:36]=1.C(=O)([O-])[O-].[K+].[K+]. (4) Given the product [NH2:1][C:2]1[C:11]2[N:12]=[C:13]([CH2:20][O:21][CH2:22][CH3:23])[N:14]([CH2:15][C:16]([CH3:18])([OH:19])[CH3:17])[C:10]=2[C:9]2[CH:8]=[CH:7][C:6]([O:24][CH2:26][C:27]([N:29]3[CH2:34][CH2:33][O:32][CH2:31][CH2:30]3)=[O:28])=[CH:5][C:4]=2[N:3]=1, predict the reactants needed to synthesize it. The reactants are: [NH2:1][C:2]1[C:11]2[N:12]=[C:13]([CH2:20][O:21][CH2:22][CH3:23])[N:14]([CH2:15][C:16]([OH:19])([CH3:18])[CH3:17])[C:10]=2[C:9]2[CH:8]=[CH:7][C:6]([OH:24])=[CH:5][C:4]=2[N:3]=1.Br[CH2:26][C:27]([N:29]1[CH2:34][CH2:33][O:32][CH2:31][CH2:30]1)=[O:28].C(=O)([O-])[O-].[Cs+].[Cs+].O. (5) Given the product [CH3:9][C:8]([O:7][C:6](=[O:12])[N:5]([CH2:4][CH2:3][CH:2]([O:1][C:22]1[CH:23]=[C:18]([Cl:17])[CH:19]=[CH:20][C:21]=1[N+:24]([O-:26])=[O:25])[CH2:14][CH2:15][CH3:16])[CH3:13])([CH3:10])[CH3:11], predict the reactants needed to synthesize it. The reactants are: [OH:1][CH:2]([CH2:14][CH2:15][CH3:16])[CH2:3][CH2:4][N:5]([CH3:13])[C:6](=[O:12])[O:7][C:8]([CH3:11])([CH3:10])[CH3:9].[Cl:17][C:18]1[CH:23]=[CH:22][C:21]([N+:24]([O-:26])=[O:25])=[C:20](F)[CH:19]=1. (6) Given the product [C:1]([C:5]1[CH:6]=[CH:7][C:8]([C:11]2[C:12]3[CH2:13][C:14]([CH3:24])=[CH:15][C:16]=3[CH:17]=[C:18]3[C:22]=2[CH2:21][CH2:20][CH2:19]3)=[CH:9][CH:10]=1)([CH3:4])([CH3:2])[CH3:3], predict the reactants needed to synthesize it. The reactants are: [C:1]([C:5]1[CH:10]=[CH:9][C:8]([C:11]2[C:22]3[CH2:21][CH2:20][CH2:19][C:18]=3[CH:17]=[C:16]3[C:12]=2[CH2:13][CH:14]([CH3:24])[C:15]3=O)=[CH:7][CH:6]=1)([CH3:4])([CH3:3])[CH3:2].[H-].[Al+3].[Li+].[H-].[H-].[H-].Cl.